From a dataset of Catalyst prediction with 721,799 reactions and 888 catalyst types from USPTO. Predict which catalyst facilitates the given reaction. Reactant: [Cl:1][C:2]1[C:7]([Cl:8])=[CH:6][CH:5]=[CH:4][C:3]=1[S:9]([NH:12][C:13]1[N:14]=[N:15][C:16]([Cl:20])=[CH:17][C:18]=1Br)(=[O:11])=[O:10].[N:21]1[CH:26]=[CH:25][CH:24]=[C:23]([CH2:27][OH:28])[CH:22]=1.[H-].[Na+].C(O)(=O)CC(CC(O)=O)(C(O)=O)O. Product: [Cl:1][C:2]1[C:7]([Cl:8])=[CH:6][CH:5]=[CH:4][C:3]=1[S:9]([NH:12][C:13]1[N:14]=[N:15][C:16]([Cl:20])=[CH:17][C:18]=1[O:28][CH2:27][C:23]1[CH:22]=[N:21][CH:26]=[CH:25][CH:24]=1)(=[O:11])=[O:10]. The catalyst class is: 57.